Predict the reactants needed to synthesize the given product. From a dataset of Full USPTO retrosynthesis dataset with 1.9M reactions from patents (1976-2016). (1) Given the product [Cl:1][C:2]1[CH:3]=[C:4]([C:9]2([C:22]([F:23])([F:25])[F:24])[O:13][N:12]=[C:11]([C:14]3[CH:15]=[CH:16][C:17]([CH3:21])=[C:18]([NH:19][C:29](=[O:30])[CH2:28][C:26]#[N:27])[CH:20]=3)[CH2:10]2)[CH:5]=[C:6]([Cl:8])[CH:7]=1, predict the reactants needed to synthesize it. The reactants are: [Cl:1][C:2]1[CH:3]=[C:4]([C:9]2([C:22]([F:25])([F:24])[F:23])[O:13][N:12]=[C:11]([C:14]3[CH:15]=[CH:16][C:17]([CH3:21])=[C:18]([CH:20]=3)[NH2:19])[CH2:10]2)[CH:5]=[C:6]([Cl:8])[CH:7]=1.[C:26]([CH2:28][C:29](O)=[O:30])#[N:27].Cl.C(N(CC)CCCN=C=NCC)C.C(=O)([O-])O.[Na+]. (2) Given the product [Cl:11][C:4]1[N:3]=[C:2]([N:19]2[CH2:24][CH2:23][O:22][CH2:21][CH2:20]2)[C:7]([N+:8]([O-:10])=[O:9])=[CH:6][CH:5]=1, predict the reactants needed to synthesize it. The reactants are: Cl[C:2]1[C:7]([N+:8]([O-:10])=[O:9])=[CH:6][CH:5]=[C:4]([Cl:11])[N:3]=1.C(N(CC)CC)C.[NH:19]1[CH2:24][CH2:23][O:22][CH2:21][CH2:20]1. (3) Given the product [C:29]([N:28]([CH3:27])[C:21](=[O:22])[C:20]1[CH:19]=[CH:18][C:17]([O:16][C:13]2[C:12]([CH3:26])=[N:11][N:10]([C:4]3[CH:5]=[CH:6][C:7]([C:8]#[N:9])=[C:2]([Cl:1])[CH:3]=3)[C:14]=2[CH3:15])=[CH:25][CH:24]=1)([CH3:32])([CH3:31])[CH3:30], predict the reactants needed to synthesize it. The reactants are: [Cl:1][C:2]1[CH:3]=[C:4]([N:10]2[C:14]([CH3:15])=[C:13]([O:16][C:17]3[CH:25]=[CH:24][C:20]([C:21](O)=[O:22])=[CH:19][CH:18]=3)[C:12]([CH3:26])=[N:11]2)[CH:5]=[CH:6][C:7]=1[C:8]#[N:9].[CH3:27][NH:28][C:29]([CH3:32])([CH3:31])[CH3:30]. (4) Given the product [CH2:35]([N:3]([CH2:1][CH3:2])[CH2:4]/[CH:5]=[CH:6]\[C:7]1[CH:12]=[C:11]([F:13])[CH:10]=[CH:9][C:8]=1[S:14]([NH:17][C:18]1[CH:27]=[CH:26][C:25]2[N:24]3[CH2:28][CH2:29][CH2:30][CH:23]3[CH2:22][CH2:21][C:20]=2[C:19]=1[C:31]([OH:33])=[O:32])(=[O:15])=[O:16])[CH3:36], predict the reactants needed to synthesize it. The reactants are: [CH2:1]([N:3]([CH2:35][CH3:36])[CH2:4]/[CH:5]=[CH:6]\[C:7]1[CH:12]=[C:11]([F:13])[CH:10]=[CH:9][C:8]=1[S:14]([NH:17][C:18]1[CH:27]=[CH:26][C:25]2[N:24]3[CH2:28][CH2:29][CH2:30][CH:23]3[CH2:22][CH2:21][C:20]=2[C:19]=1[C:31]([O:33]C)=[O:32])(=[O:16])=[O:15])[CH3:2].O.[OH-].[Li+].C(O)=O. (5) Given the product [CH:48]1([NH:51][C:52]([NH:54][C:55]2[CH:60]=[CH:59][C:58]([C:24]3[N:25]=[C:26]([C:37]4[CH:42]=[C:41]([F:43])[CH:40]=[CH:39][C:38]=4[S:44]([CH3:47])(=[O:46])=[O:45])[CH:27]=[C:28]([N:30]4[CH2:35][CH2:34][O:33][CH2:32][C@@H:31]4[CH3:36])[N:29]=3)=[C:57]([F:70])[CH:56]=2)=[O:53])[CH2:50][CH2:49]1, predict the reactants needed to synthesize it. The reactants are: FC1C=C(C2N=C(SC)N=C(N3CCOC[C@@H]3C)C=2)C=NC=1.Cl[C:24]1[N:29]=[C:28]([N:30]2[CH2:35][CH2:34][O:33][CH2:32][C@@H:31]2[CH3:36])[CH:27]=[C:26]([C:37]2[CH:42]=[C:41]([F:43])[CH:40]=[CH:39][C:38]=2[S:44]([CH3:47])(=[O:46])=[O:45])[N:25]=1.[CH:48]1([NH:51][C:52]([NH:54][C:55]2[CH:60]=[CH:59][C:58](B3OC(C)(C)C(C)(C)O3)=[C:57]([F:70])[CH:56]=2)=[O:53])[CH2:50][CH2:49]1.